Dataset: Full USPTO retrosynthesis dataset with 1.9M reactions from patents (1976-2016). Task: Predict the reactants needed to synthesize the given product. (1) Given the product [C:32]([O:31][C:29]([NH:36][CH2:37][CH2:38][NH:39][S:25]([C:5]1[C:4]2[C:8](=[CH:9][CH:10]=[C:2]([I:1])[CH:3]=2)[N:7]([S:11]([C:14]2[CH:19]=[CH:18][CH:17]=[CH:16][CH:15]=2)(=[O:13])=[O:12])[C:6]=1[C:20]([O:22][CH2:23][CH3:24])=[O:21])(=[O:27])=[O:26])=[O:30])([CH3:35])([CH3:34])[CH3:33], predict the reactants needed to synthesize it. The reactants are: [I:1][C:2]1[CH:3]=[C:4]2[C:8](=[CH:9][CH:10]=1)[N:7]([S:11]([C:14]1[CH:19]=[CH:18][CH:17]=[CH:16][CH:15]=1)(=[O:13])=[O:12])[C:6]([C:20]([O:22][CH2:23][CH3:24])=[O:21])=[C:5]2[S:25](Cl)(=[O:27])=[O:26].[C:29]([NH:36][CH2:37][CH2:38][NH2:39])([O:31][C:32]([CH3:35])([CH3:34])[CH3:33])=[O:30].C(N(CC)CC)C. (2) Given the product [N:12]1[CH:36]=[CH:35][CH:9]=[CH:10][C:11]=1[N:12]1[C:11]2[CH:10]=[CH:9][CH:8]=[CH:7][C:6]=2[C:5]2[C:13]1=[CH:1][CH:2]=[CH:3][CH:4]=2, predict the reactants needed to synthesize it. The reactants are: [CH:1]1[C:13]2[NH:12][C:11]3[C:6](=[CH:7][CH:8]=[CH:9][CH:10]=3)[C:5]=2[CH:4]=[CH:3][CH:2]=1.C(=O)([O-])[O-].[K+].[K+].C1O[CH2:36][CH2:35]OCCOCCOCCOCCOC1. (3) Given the product [CH3:15][O:14][C:8]1[CH:7]=[C:6]2[C:11](=[C:10]([O:12][CH3:13])[CH:9]=1)[C:2](=[S:3])[NH:1][CH2:4][CH2:5]2, predict the reactants needed to synthesize it. The reactants are: [N:1]([CH2:4][CH2:5][C:6]1[CH:11]=[C:10]([O:12][CH3:13])[CH:9]=[C:8]([O:14][CH3:15])[CH:7]=1)=[C:2]=[S:3].[Cl-].[Cl-].[Cl-].[Al+3]. (4) Given the product [ClH:39].[CH3:28][C:26]([CH3:29])([CH3:27])[C:25]([C:13]1[C:14](=[O:24])[C:15]([OH:16])=[C:10]2[C:8](=[O:9])[N:7]([CH2:6][C:5]3[CH:37]=[CH:38][C:2]([F:1])=[CH:3][CH:4]=3)[CH:32]=[CH:31][N:11]2[CH:12]=1)=[O:30], predict the reactants needed to synthesize it. The reactants are: [F:1][C:2]1[CH:38]=[CH:37][C:5]([CH2:6][NH:7][C:8]([C:10]2[N:11]([CH2:31][CH:32](OC)OC)[CH:12]=[C:13]([C:25](=[O:30])[C:26]([CH3:29])([CH3:28])[CH3:27])[C:14](=[O:24])[C:15]=2[O:16]CC2C=CC=CC=2)=[O:9])=[CH:4][CH:3]=1.[ClH:39]. (5) Given the product [F:30][C:2]([F:1])([F:29])[CH:3]([C:18]1[CH:19]=[CH:20][C:21]([N:24]2[CH:28]=[CH:27][CH:26]=[N:25]2)=[CH:22][CH:23]=1)[CH2:4][C:5]1[NH:6][CH:7]=[C:8]([CH2:10][C:11]2([C:14]([F:15])([F:16])[F:17])[CH2:12][CH2:13]2)[N:9]=1, predict the reactants needed to synthesize it. The reactants are: [F:1][C:2]([F:30])([F:29])/[C:3](/[C:18]1[CH:23]=[CH:22][C:21]([N:24]2[CH:28]=[CH:27][CH:26]=[N:25]2)=[CH:20][CH:19]=1)=[CH:4]\[C:5]1[NH:6][CH:7]=[C:8]([CH2:10][C:11]2([C:14]([F:17])([F:16])[F:15])[CH2:13][CH2:12]2)[N:9]=1.[H][H]. (6) Given the product [F:1][CH:2]1[CH2:7][CH2:6][N:5]([C:8]2[CH:9]=[C:10]([N:17]3[CH2:18][CH2:19][N:20]([CH3:23])[CH2:21][CH2:22]3)[CH:11]=[CH:12][C:13]=2[NH2:14])[CH2:4][CH2:3]1, predict the reactants needed to synthesize it. The reactants are: [F:1][CH:2]1[CH2:7][CH2:6][N:5]([C:8]2[CH:9]=[C:10]([N:17]3[CH2:22][CH2:21][N:20]([CH3:23])[CH2:19][CH2:18]3)[CH:11]=[CH:12][C:13]=2[N+:14]([O-])=O)[CH2:4][CH2:3]1.CCO.[NH4+].[Cl-].C([O-])(O)=O.[Na+]. (7) Given the product [Br:16][CH2:17][CH2:18][CH2:19][CH2:20][CH2:21][N:2]1[C:3](=[O:14])[C:4]2[CH:13]=[CH:12][CH:11]=[C:6]3[C:5]=2[C:10](=[CH:9][CH:8]=[CH:7]3)[C:1]1=[O:15], predict the reactants needed to synthesize it. The reactants are: [C:1]1(=[O:15])[C:10]2[C:5]3[C:6](=[CH:11][CH:12]=[CH:13][C:4]=3[C:3](=[O:14])[NH:2]1)[CH:7]=[CH:8][CH:9]=2.[Br:16][CH2:17][CH:18](Br)[CH2:19][CH2:20][CH3:21]. (8) Given the product [Cl:29][C:30]([Cl:34])([Cl:33])[C:31](=[NH:32])[O:15][C@H:13]([C:5]1[CH:4]=[C:3]([C:2]([F:16])([F:17])[F:1])[CH:8]=[C:7]([C:9]([F:10])([F:11])[F:12])[CH:6]=1)[CH3:14], predict the reactants needed to synthesize it. The reactants are: [F:1][C:2]([F:17])([F:16])[C:3]1[CH:4]=[C:5]([C@@H:13]([OH:15])[CH3:14])[CH:6]=[C:7]([C:9]([F:12])([F:11])[F:10])[CH:8]=1.C1CCN2C(=NCCC2)CC1.[Cl:29][C:30]([Cl:34])([Cl:33])[C:31]#[N:32]. (9) Given the product [Br:1][C:2]1[CH:3]=[C:4]([C:8]([C:10]2[CH:14]=[C:13]([CH:15]3[O:19][CH2:18][CH2:17][O:16]3)[S:12][CH:11]=2)=[O:9])[CH:5]=[CH:6][CH:7]=1, predict the reactants needed to synthesize it. The reactants are: [Br:1][C:2]1[CH:3]=[C:4]([CH:8]([C:10]2[CH:14]=[C:13]([CH:15]3[O:19][CH2:18][CH2:17][O:16]3)[S:12][CH:11]=2)[OH:9])[CH:5]=[CH:6][CH:7]=1.